Predict the reaction yield, written as a fraction of the theoretical maximum amount of product (1.0 means a 100% yield; for example, 0.34 means a 34% yield). From a dataset of Reaction yield outcomes from USPTO patents with 853,638 reactions. The product is [CH3:1][O:2][C:3]([C:5]1[CH:6]=[CH:7][C:8]([N+:15]([O-:17])=[O:16])=[C:9]2[O:13][CH:12]=[CH:11][C:10]=12)=[O:4]. The reactants are [CH3:1][O:2][C:3]([C:5]1[CH:6]=[CH:7][C:8]([N+:15]([O-:17])=[O:16])=[C:9]2[O:13][CH:12](O)[CH2:11][C:10]=12)=[O:4]. The yield is 0.400. The catalyst is P(=O)(O)(O)O.